Dataset: Full USPTO retrosynthesis dataset with 1.9M reactions from patents (1976-2016). Task: Predict the reactants needed to synthesize the given product. (1) Given the product [Br:1][C:2]1[CH:3]=[C:4]([O:10][CH:11]([CH3:13])[CH3:12])[C:5]([CH2:9][OH:17])=[N:6][CH:7]=1, predict the reactants needed to synthesize it. The reactants are: [Br:1][C:2]1[CH:3]=[C:4]([O:10][CH:11]([CH3:13])[CH3:12])[C:5]([CH3:9])=[N+:6]([O-])[CH:7]=1.FC(F)(F)C(OC(=O)C(F)(F)F)=[O:17]. (2) Given the product [CH3:22][C:20]1[O:19][N:18]=[C:17]([C:15]2[CH:16]=[C:4]3[N:3]=[C:2]([NH:24][NH2:25])[CH:7]=[C:6]([N:8]4[CH2:13][CH2:12][O:11][CH2:10][CH2:9]4)[N:5]3[N:14]=2)[CH:21]=1, predict the reactants needed to synthesize it. The reactants are: Cl[C:2]1[CH:7]=[C:6]([N:8]2[CH2:13][CH2:12][O:11][CH2:10][CH2:9]2)[N:5]2[N:14]=[C:15]([C:17]3[CH:21]=[C:20]([CH3:22])[O:19][N:18]=3)[CH:16]=[C:4]2[N:3]=1.O.[NH2:24][NH2:25]. (3) The reactants are: [CH3:1][C:2]1[O:3][CH2:4][C:5]([CH3:8])([CH3:7])[N:6]=1.[C:9]1([SH:15])[CH:14]=[CH:13][CH:12]=[CH:11][CH:10]=1. Given the product [CH3:7][C:5]([NH:6][C:2](=[O:3])[CH3:1])([CH3:8])[CH2:4][S:15][C:9]1[CH:14]=[CH:13][CH:12]=[CH:11][CH:10]=1, predict the reactants needed to synthesize it. (4) Given the product [OH:1][C:2]1[CH:3]=[CH:4][C:5]([CH:8]([C:13]#[C:14][CH3:15])[CH2:9][C:10]([O:12][CH2:21][CH3:22])=[O:11])=[CH:6][CH:7]=1, predict the reactants needed to synthesize it. The reactants are: [OH:1][C:2]1[CH:7]=[CH:6][C:5]([CH:8]([C:13]#[C:14][CH3:15])[CH2:9][C:10]([OH:12])=[O:11])=[CH:4][CH:3]=1.S(=O)(=O)(O)O.[CH2:21](O)[CH3:22]. (5) Given the product [Cl:9][C:6]1[C:7]([CH3:8])=[C:2]([C:23]2[CH:28]=[CH:27][N:26]=[C:25]([C:29]#[N:30])[CH:24]=2)[C:3]([O:13][CH3:14])=[C:4]([CH:10]([OH:12])[CH3:11])[CH:5]=1, predict the reactants needed to synthesize it. The reactants are: Br[C:2]1[C:3]([O:13][CH3:14])=[C:4]([CH:10]([OH:12])[CH3:11])[CH:5]=[C:6]([Cl:9])[C:7]=1[CH3:8].CC1(C)C(C)(C)OB([C:23]2[CH:28]=[CH:27][N:26]=[C:25]([C:29]#[N:30])[CH:24]=2)O1.C(=O)([O-])[O-].[Na+].[Na+].ClCCl. (6) Given the product [NH2:17][C:15]1[CH:14]=[CH:13][C:12]([O:20][C:21]([F:23])([F:24])[F:22])=[C:11]([NH:10][C:8](=[O:9])[CH2:7][N:1]2[CH2:2][CH2:3][O:4][CH2:5][CH2:6]2)[CH:16]=1, predict the reactants needed to synthesize it. The reactants are: [N:1]1([CH2:7][C:8]([NH:10][C:11]2[CH:16]=[C:15]([N+:17]([O-])=O)[CH:14]=[CH:13][C:12]=2[O:20][C:21]([F:24])([F:23])[F:22])=[O:9])[CH2:6][CH2:5][O:4][CH2:3][CH2:2]1. (7) The reactants are: Br[C:2]1[CH:19]=[CH:18][C:5]([C:6]([NH:8][C@@H:9]([C:12]2[CH:17]=[CH:16][CH:15]=[CH:14][CH:13]=2)[CH2:10][OH:11])=[O:7])=[CH:4][CH:3]=1.[O:20]1CCO[BH:21]1.[CH:25]1(P(C2CCCCC2)C2CCCCC2)[CH2:30]CCC[CH2:26]1.[C:44]([O-:47])(=O)[CH3:45].[K+].O1CCOC[CH2:50]1. Given the product [OH:11][CH2:10][C@@H:9]([NH:8][C:6](=[O:7])[C:5]1[CH:18]=[CH:19][C:2]([B:21]2[O:20][C:25]([CH3:30])([CH3:26])[C:44]([CH3:45])([CH3:50])[O:47]2)=[CH:3][CH:4]=1)[C:12]1[CH:17]=[CH:16][CH:15]=[CH:14][CH:13]=1, predict the reactants needed to synthesize it.